Dataset: Full USPTO retrosynthesis dataset with 1.9M reactions from patents (1976-2016). Task: Predict the reactants needed to synthesize the given product. (1) Given the product [OH:38][CH2:37][CH2:36][C:32]1[CH:31]=[C:30]([C:27]2[CH:28]=[CH:29][C:24]([S:21]([NH:20][CH:19]3[C:13]4[CH:12]=[CH:11][CH:10]=[C:9]([O:8][CH2:7][C:6]([OH:39])=[O:5])[C:14]=4[CH2:15][CH2:16][CH2:17][CH2:18]3)(=[O:23])=[O:22])=[N:25][CH:26]=2)[CH:35]=[CH:34][CH:33]=1, predict the reactants needed to synthesize it. The reactants are: C([O:5][C:6](=[O:39])[CH2:7][O:8][C:9]1[C:14]2[CH2:15][CH2:16][CH2:17][CH2:18][CH:19]([NH:20][S:21]([C:24]3[CH:29]=[CH:28][C:27]([C:30]4[CH:35]=[CH:34][CH:33]=[C:32]([CH2:36][CH2:37][OH:38])[CH:31]=4)=[CH:26][N:25]=3)(=[O:23])=[O:22])[C:13]=2[CH:12]=[CH:11][CH:10]=1)(C)(C)C.[OH-].[Na+]. (2) The reactants are: [NH2:1][C:2]1[CH:3]=[C:4]([OH:11])[C:5](=[CH:9][CH:10]=1)[C:6]([OH:8])=[O:7].[OH-].[Na+].C([O-])([O-])=O.[Na+].[Na+].Cl[C:21]1[C:26](CC=O)=[C:25]([CH3:30])[CH:24]=[CH:23][C:22]=1[S:31]([O-:34])(=[O:33])=[O:32].C1C[O:38][CH2:37][CH2:36]1. Given the product [OH:11][C:4]1[CH:3]=[C:2]([NH:1][C:37](=[O:38])[CH2:36][O:34][S:31]([C:22]2[CH:21]=[CH:26][C:25]([CH3:30])=[CH:24][CH:23]=2)(=[O:32])=[O:33])[CH:10]=[CH:9][C:5]=1[C:6]([OH:8])=[O:7], predict the reactants needed to synthesize it.